This data is from Forward reaction prediction with 1.9M reactions from USPTO patents (1976-2016). The task is: Predict the product of the given reaction. (1) Given the reactants [N:1]1[CH:6]=[CH:5][C:4]([C:7]2[C:15]3[C:14](=[O:16])[NH:13][N:12]=[C:11]([C:17]4[CH:22]=[CH:21][N:20]=[CH:19][CH:18]=4)[C:10]=3[S:9][CH:8]=2)=[CH:3][CH:2]=1.[N:23]1[C:32]2[C:27](=[CH:28][CH:29]=[CH:30][CH:31]=2)[CH:26]=[CH:25][C:24]=1[CH2:33][CH2:34]O.C1C=CC(P(C2C=CC=CC=2)C2C=CC=CC=2)=CC=1.CC(OC(/N=N/C(OC(C)C)=O)=O)C, predict the reaction product. The product is: [N:1]1[CH:6]=[CH:5][C:4]([C:7]2[C:15]3[C:14](=[O:16])[N:13]([CH2:34][CH2:33][C:24]4[CH:25]=[CH:26][C:27]5[C:32](=[CH:31][CH:30]=[CH:29][CH:28]=5)[N:23]=4)[N:12]=[C:11]([C:17]4[CH:22]=[CH:21][N:20]=[CH:19][CH:18]=4)[C:10]=3[S:9][CH:8]=2)=[CH:3][CH:2]=1. (2) Given the reactants [NH2:1][C:2]1[C:3]([NH:12][CH2:13][CH3:14])=[N:4][C:5]([C:8]([F:11])([F:10])[F:9])=[CH:6][CH:7]=1.C([O-])(O)=O.[Na+].[Br:20][C:21]1[CH:22]=[C:23]([C:28](Cl)=[O:29])[C:24]([Cl:27])=[N:25][CH:26]=1.BrC1C=C(C(O)=O)C(O)=NC=1.O=S(Cl)Cl, predict the reaction product. The product is: [Cl:27][C:24]1[C:23]([C:28]([NH:1][C:2]2[C:3]([NH:12][CH2:13][CH3:14])=[N:4][C:5]([C:8]([F:9])([F:10])[F:11])=[CH:6][CH:7]=2)=[O:29])=[CH:22][C:21]([Br:20])=[CH:26][N:25]=1. (3) Given the reactants [NH:1]1[C:9]2[C:4](=[C:5]([CH2:10][NH:11][CH3:12])[CH:6]=[CH:7][CH:8]=2)[CH:3]=[CH:2]1.Cl.[O:14]=[C:15]1[NH:24][C:23]2[N:22]=[CH:21][C:20](/[CH:25]=[CH:26]/[C:27]([OH:29])=O)=[CH:19][C:18]=2[CH2:17][CH2:16]1, predict the reaction product. The product is: [NH:1]1[C:9]2[C:4](=[C:5]([CH2:10][N:11]([CH3:12])[C:27](=[O:29])[CH:26]=[CH:25][C:20]3[CH:21]=[N:22][C:23]4[NH:24][C:15](=[O:14])[CH2:16][CH2:17][C:18]=4[CH:19]=3)[CH:6]=[CH:7][CH:8]=2)[CH:3]=[CH:2]1. (4) Given the reactants [CH3:1][S-:2].[Na+].Cl[C:5]1[C:10]([N+:11]([O-:13])=[O:12])=[CH:9][CH:8]=[C:7]([O:14][CH3:15])[N:6]=1, predict the reaction product. The product is: [CH3:15][O:14][C:7]1[N:6]=[C:5]([S:2][CH3:1])[C:10]([N+:11]([O-:13])=[O:12])=[CH:9][CH:8]=1. (5) Given the reactants [Br:1][C:2]1[CH:3]=[C:4]2[CH2:10][CH2:9][NH:8][C:5]2=[N:6][CH:7]=1, predict the reaction product. The product is: [Br:1][C:2]1[CH:3]=[C:4]2[CH:10]=[CH:9][NH:8][C:5]2=[N:6][CH:7]=1. (6) Given the reactants [NH2:1][C:2]1[C:7]([Br:8])=[CH:6][N:5]=[C:4](Cl)[N:3]=1.[CH3:10][C@H:11]1[CH2:19][C:18]2[C:13](=[CH:14][C:15]([CH3:20])=[CH:16][CH:17]=2)[C@@H:12]1[NH2:21].C(=O)([O-])[O-].[K+].[K+], predict the reaction product. The product is: [Br:8][C:7]1[C:2]([NH2:1])=[N:3][C:4]([NH:21][C@H:12]2[C:13]3[C:18](=[CH:17][CH:16]=[C:15]([CH3:20])[CH:14]=3)[CH2:19][C@@H:11]2[CH3:10])=[N:5][CH:6]=1.